Dataset: Catalyst prediction with 721,799 reactions and 888 catalyst types from USPTO. Task: Predict which catalyst facilitates the given reaction. Reactant: C[O:2][C:3](=[O:33])[C:4]1[CH:9]=[CH:8][C:7]([C:10]2[N:14]([C:15]3[CH:20]=[CH:19][C:18]([O:21][CH2:22][C:23]4[CH:28]=[CH:27][CH:26]=[CH:25][CH:24]=4)=[CH:17][CH:16]=3)[C:13]3[CH:29]=[CH:30][CH:31]=[CH:32][C:12]=3[N:11]=2)=[CH:6][CH:5]=1.[OH-].[Na+].Cl. Product: [CH2:22]([O:21][C:18]1[CH:17]=[CH:16][C:15]([N:14]2[C:13]3[CH:29]=[CH:30][CH:31]=[CH:32][C:12]=3[N:11]=[C:10]2[C:7]2[CH:6]=[CH:5][C:4]([C:3]([OH:33])=[O:2])=[CH:9][CH:8]=2)=[CH:20][CH:19]=1)[C:23]1[CH:24]=[CH:25][CH:26]=[CH:27][CH:28]=1. The catalyst class is: 13.